From a dataset of Full USPTO retrosynthesis dataset with 1.9M reactions from patents (1976-2016). Predict the reactants needed to synthesize the given product. (1) Given the product [OH:48][C:44]1([CH2:47][OH:29])[CH2:46][O:6][C@H:5]([C:8]2[CH:13]=[C:12]([F:14])[C:11]([F:15])=[CH:10][C:9]=2[F:16])[C@@H:4]([NH:17][C:18](=[O:24])[O:19][C:20]([CH3:23])([CH3:22])[CH3:21])[CH2:45]1, predict the reactants needed to synthesize it. The reactants are: C=C1C[O:6][C@H:5]([C:8]2[CH:13]=[C:12]([F:14])[C:11]([F:15])=[CH:10][C:9]=2[F:16])[C@@H:4]([NH:17][C:18](=[O:24])[O:19][C:20]([CH3:23])([CH3:22])[CH3:21])C1.C[N+]1([O-])CC[O:29]CC1.S(=O)(O)[O-].[Na+].C(OCC)(=O)C.[C:44]([OH:48])([CH3:47])([CH3:46])[CH3:45]. (2) The reactants are: C(=O)([O-])[O-].[K+].[K+].Cl[C:8]1[CH2:12][C:11]([CH3:14])([CH3:13])[O:10][N:9]=1.[CH2:15]([SH:22])[C:16]1[CH:21]=[CH:20][CH:19]=[CH:18][CH:17]=1.O. Given the product [CH2:15]([S:22][C:8]1[CH2:12][C:11]([CH3:14])([CH3:13])[O:10][N:9]=1)[C:16]1[CH:21]=[CH:20][CH:19]=[CH:18][CH:17]=1, predict the reactants needed to synthesize it. (3) Given the product [CH2:9]([N:11]1[C:6]([NH2:7])=[CH:5][C:4]([CH2:3][O:2][CH3:1])=[N:12]1)[CH3:10], predict the reactants needed to synthesize it. The reactants are: [CH3:1][O:2][CH2:3][C:4](=O)[CH2:5][C:6]#[N:7].[CH2:9]([NH:11][NH2:12])[CH3:10].Cl.